Dataset: Catalyst prediction with 721,799 reactions and 888 catalyst types from USPTO. Task: Predict which catalyst facilitates the given reaction. (1) Reactant: [Br:1][C:2]1[CH:25]=[CH:24][C:5]2[C:6]([C:9]3[CH:14]=[CH:13][CH:12]=[CH:11][C:10]=3[C@@H:15]([NH2:23])[CH2:16][C:17]3[CH:22]=[CH:21][CH:20]=[CH:19][N:18]=3)=[N:7][O:8][C:4]=2[CH:3]=1.[C:26](O[C:26]([O:28][C:29]([CH3:32])([CH3:31])[CH3:30])=[O:27])([O:28][C:29]([CH3:32])([CH3:31])[CH3:30])=[O:27].C(O)(=O)CC(CC(O)=O)(C(O)=O)O. Product: [Br:1][C:2]1[CH:25]=[CH:24][C:5]2[C:6]([C:9]3[CH:14]=[CH:13][CH:12]=[CH:11][C:10]=3[C@@H:15]([NH:23][C:26](=[O:27])[O:28][C:29]([CH3:32])([CH3:31])[CH3:30])[CH2:16][C:17]3[CH:22]=[CH:21][CH:20]=[CH:19][N:18]=3)=[N:7][O:8][C:4]=2[CH:3]=1. The catalyst class is: 4. (2) Product: [CH3:21][O:22][C:23](=[O:39])[C:24]1[CH:29]=[C:28]([C:30]2[CH:35]=[CH:34][C:33]([CH3:36])=[CH:32][N:31]=2)[CH:27]=[C:26]([N:37]2[C:1]([CH:2]([CH3:4])[CH3:3])=[N:6][CH:7]=[N:38]2)[CH:25]=1. The catalyst class is: 15. Reactant: [C:1]([NH2:6])(=O)[CH:2]([CH3:4])[CH3:3].[CH3:7]N(C(OC)OC)C.CC(N(C)C)=O.[CH3:21][O:22][C:23](=[O:39])[C:24]1[CH:29]=[C:28]([C:30]2[CH:35]=[CH:34][C:33]([CH3:36])=[CH:32][N:31]=2)[CH:27]=[C:26]([NH:37][NH2:38])[CH:25]=1. (3) Reactant: [CH3:1][NH2:2].[CH:3]1([CH2:6][N:7]2[C:12](=[O:13])[C:11]3[C:14]([C:35]4[CH:40]=[CH:39][CH:38]=[CH:37][CH:36]=4)=[C:15]([C:17]4[CH:22]=[CH:21][C:20]([C:23]5([NH:27][C:28](=[O:34])[O:29][C:30]([CH3:33])([CH3:32])[CH3:31])[CH2:26][CH2:25][CH2:24]5)=[CH:19][CH:18]=4)[O:16][C:10]=3[N:9]=[C:8]2S(C)(=O)=O)[CH2:5][CH2:4]1. Product: [CH:3]1([CH2:6][N:7]2[C:12](=[O:13])[C:11]3[C:14]([C:35]4[CH:40]=[CH:39][CH:38]=[CH:37][CH:36]=4)=[C:15]([C:17]4[CH:22]=[CH:21][C:20]([C:23]5([NH:27][C:28](=[O:34])[O:29][C:30]([CH3:33])([CH3:32])[CH3:31])[CH2:26][CH2:25][CH2:24]5)=[CH:19][CH:18]=4)[O:16][C:10]=3[N:9]=[C:8]2[NH:2][CH3:1])[CH2:5][CH2:4]1. The catalyst class is: 1. (4) Reactant: [C:1]1([C:7]2[C:8](=O)C(C3C=CC=CC=3)=[C:10]([C:18]3[CH:23]=[CH:22][CH:21]=[CH:20][CH:19]=3)[C:11]=2[C:12]2[CH:17]=[CH:16][CH:15]=[CH:14][CH:13]=2)[CH:6]=[CH:5][CH:4]=[CH:3][CH:2]=1.[C:31]([C:33]1[CH:38]=[CH:37][C:36]([C:39]2[CH:44]=[CH:43][CH:42]=[CH:41][N:40]=2)=[CH:35][CH:34]=1)#[CH:32]. Product: [C:1]1([C:32]2[C:10]([C:18]3[CH:19]=[CH:20][CH:21]=[CH:22][CH:23]=3)=[C:11]([C:12]3[CH:13]=[CH:14][CH:15]=[CH:16][CH:17]=3)[C:7]([C:1]3[CH:6]=[CH:5][CH:4]=[CH:3][CH:2]=3)=[CH:8][C:31]=2[C:33]2[CH:38]=[CH:37][C:36]([C:39]3[CH:44]=[CH:43][CH:42]=[CH:41][N:40]=3)=[CH:35][CH:34]=2)[CH:6]=[CH:5][CH:4]=[CH:3][CH:2]=1. The catalyst class is: 400. (5) Reactant: [N+:1]([C:4]1[CH:5]=[N:6][CH:7]=[CH:8][C:9]=1[C:10]1([C:13]([O:15][CH3:16])=[O:14])[CH2:12][CH2:11]1)([O-])=O. Product: [NH2:1][C:4]1[CH:5]=[N:6][CH:7]=[CH:8][C:9]=1[C:10]1([C:13]([O:15][CH3:16])=[O:14])[CH2:12][CH2:11]1. The catalyst class is: 29. (6) Reactant: [Br:1][C:2]1[C:7]([CH2:8][C:9]#[N:10])=[CH:6][CH:5]=[CH:4][N:3]=1.CSC.C(N(CC)CC)C.[C:21](OC(=O)C)(=[O:23])[CH3:22]. Product: [Br:1][C:2]1[C:7]([CH2:8][CH2:9][NH:10][C:21](=[O:23])[CH3:22])=[CH:6][CH:5]=[CH:4][N:3]=1. The catalyst class is: 1. (7) Reactant: [F:1][C:2]1[CH:3]=[C:4]([C@:13]2([NH:23][C:24](=[O:34])[C:25]3[CH:30]=[CH:29][C:28]([N+:31]([O-])=O)=[CH:27][N:26]=3)[C:18]3=[N:19][CH:20]=[CH:21][CH:22]=[C:17]3[O:16][CH2:15][CH2:14]2)[CH:5]=[CH:6][C:7]=1[O:8][C:9]([F:12])([F:11])[F:10]. Product: [NH2:31][C:28]1[CH:29]=[CH:30][C:25]([C:24]([NH:23][C@@:13]2([C:4]3[CH:5]=[CH:6][C:7]([O:8][C:9]([F:12])([F:11])[F:10])=[C:2]([F:1])[CH:3]=3)[C:18]3=[N:19][CH:20]=[CH:21][CH:22]=[C:17]3[O:16][CH2:15][CH2:14]2)=[O:34])=[N:26][CH:27]=1. The catalyst class is: 515. (8) Reactant: [CH3:1][C:2]([C:4]1[CH:9]=[CH:8][C:7]([F:10])=[CH:6][CH:5]=1)=[O:3].[N+:11]([C:14]1[CH:21]=[CH:20][C:17]([CH:18]=O)=[CH:16][CH:15]=1)([O-:13])=[O:12].[OH-].[K+]. Product: [F:10][C:7]1[CH:8]=[CH:9][C:4]([C:2](=[O:3])/[CH:1]=[CH:18]/[C:17]2[CH:20]=[CH:21][C:14]([N+:11]([O-:13])=[O:12])=[CH:15][CH:16]=2)=[CH:5][CH:6]=1. The catalyst class is: 8.